This data is from Catalyst prediction with 721,799 reactions and 888 catalyst types from USPTO. The task is: Predict which catalyst facilitates the given reaction. (1) Reactant: [CH2:1]([NH:8][C:9]([N:11]1[CH2:16][CH2:15][C:14](=[O:17])[N:13]2[C@@H:18]([CH2:35][C:36]3[CH:41]=[CH:40][C:39]([OH:42])=[CH:38][CH:37]=3)[C:19](=[O:34])[N:20]([CH2:23][C:24]3[C:33]4[C:28](=[CH:29][CH:30]=[CH:31][CH:32]=4)[CH:27]=[CH:26][CH:25]=3)[C@@H:21]([CH3:22])[CH:12]12)=[O:10])[C:2]1[CH:7]=[CH:6][CH:5]=[CH:4][CH:3]=1.[C:43](OC(=O)C)(=[O:45])[CH3:44]. Product: [C:43]([O:42][C:39]1[CH:40]=[CH:41][C:36]([CH2:35][C@@H:18]2[N:13]3[C:14](=[O:17])[CH2:15][CH2:16][N:11]([C:9](=[O:10])[NH:8][CH2:1][C:2]4[CH:7]=[CH:6][CH:5]=[CH:4][CH:3]=4)[CH:12]3[C@H:21]([CH3:22])[N:20]([CH2:23][C:24]3[C:33]4[C:28](=[CH:29][CH:30]=[CH:31][CH:32]=4)[CH:27]=[CH:26][CH:25]=3)[C:19]2=[O:34])=[CH:37][CH:38]=1)(=[O:45])[CH3:44]. The catalyst class is: 300. (2) Reactant: [Cl:1][C:2]1[CH:7]=[C:6]([N:8]2[CH2:13][CH2:12][O:11][CH2:10][CH2:9]2)[N:5]=[C:4]([CH3:14])[C:3]=1[C:15]([OH:17])=O.F[P-](F)(F)(F)(F)F.N1(OC(N(C)C)=[N+](C)C)C2N=CC=CC=2N=N1.C(N(CC)CC)C.[CH3:49][C:50]([CH3:56])([CH3:55])[CH2:51][CH2:52][CH2:53][NH2:54]. Product: [Cl:1][C:2]1[CH:7]=[C:6]([N:8]2[CH2:9][CH2:10][O:11][CH2:12][CH2:13]2)[N:5]=[C:4]([CH3:14])[C:3]=1[C:15]([NH:54][CH2:53][CH2:52][CH2:51][C:50]([CH3:56])([CH3:55])[CH3:49])=[O:17]. The catalyst class is: 683. (3) Reactant: [CH3:1][NH:2][CH3:3].C(O)(=O)C.[CH:8]([C:10]1[CH:11]=[CH:12][C:13]([O:25][CH2:26][C:27]2[CH:32]=[CH:31][CH:30]=[CH:29][CH:28]=2)=[C:14]([CH:24]=1)[C:15]([NH:17][C:18]1[CH:19]=[N:20][CH:21]=[CH:22][CH:23]=1)=[O:16])=O.C(O[BH-](OC(=O)C)OC(=O)C)(=O)C.[Na+].C([O-])(O)=O.[Na+]. Product: [CH3:1][N:2]([CH2:8][C:10]1[CH:11]=[CH:12][C:13]([O:25][CH2:26][C:27]2[CH:32]=[CH:31][CH:30]=[CH:29][CH:28]=2)=[C:14]([CH:24]=1)[C:15]([NH:17][C:18]1[CH:19]=[N:20][CH:21]=[CH:22][CH:23]=1)=[O:16])[CH3:3]. The catalyst class is: 417. (4) Reactant: [C:1]1([CH3:7])[CH:6]=[CH:5][CH:4]=CC=1.FC(F)(F)C1C=[C:12]([C:20](C2C=C(C(F)(F)F)C=C(C(F)(F)F)C=2)([OH:26])[C@@H]2CCCN2)C=C(C(F)(F)F)C=1.[C:43]([O:47][CH2:48][CH3:49])(=[O:46])[CH:44]=[O:45].C(=[O:53])CC.O.C1C=CC(P(C2C=CC=CC=2)C2C=CC=CC=2)=CC=1. Product: [OH:45][C@@H:44]([C:43]([O:47][CH2:48][CH3:49])=[O:46])[C@H:1]([CH3:7])/[CH:6]=[CH:5]/[C:4]([O:26][CH2:20][CH3:12])=[O:53]. The catalyst class is: 10. (5) Reactant: [Cr](Cl)([O-])(=O)=O.[NH+]1C=CC=CC=1.C([O-])(=O)C.[Na+].C(Cl)Cl.[OH:20][C@H:21]([CH3:55])[CH2:22][NH:23][C:24](=[O:54])[CH:25]([NH:38][C:39](=[O:53])[C:40]1[CH:45]=[CH:44][C:43]([O:46][CH2:47][CH2:48][C:49]([F:52])([F:51])[F:50])=[CH:42][CH:41]=1)[CH2:26][C:27]1[CH:32]=[CH:31][C:30]([O:33][C:34]([F:37])([F:36])[F:35])=[CH:29][CH:28]=1. Product: [O:54]=[C:24]([NH:23][CH2:22][C:21](=[O:20])[CH3:55])[CH:25]([NH:38][C:39](=[O:53])[C:40]1[CH:45]=[CH:44][C:43]([O:46][CH2:47][CH2:48][C:49]([F:50])([F:51])[F:52])=[CH:42][CH:41]=1)[CH2:26][C:27]1[CH:32]=[CH:31][C:30]([O:33][C:34]([F:37])([F:36])[F:35])=[CH:29][CH:28]=1. The catalyst class is: 6.